Dataset: Forward reaction prediction with 1.9M reactions from USPTO patents (1976-2016). Task: Predict the product of the given reaction. (1) Given the reactants [C:1]([O:5][C:6]([NH:8][CH2:9][C:10]1[CH:11]=[C:12]([CH:16]=[C:17]([Cl:20])[C:18]=1[F:19])[C:13]([OH:15])=O)=[O:7])([CH3:4])([CH3:3])[CH3:2].CN(C(ON1N=NC2C=CC=NC1=2)=[N+](C)C)C.F[P-](F)(F)(F)(F)F.[CH3:45][N:46]([CH3:50])[CH2:47][CH2:48][NH2:49].CCN(C(C)C)C(C)C, predict the reaction product. The product is: [C:1]([O:5][C:6](=[O:7])[NH:8][CH2:9][C:10]1[CH:11]=[C:12]([C:13](=[O:15])[NH:49][CH2:48][CH2:47][N:46]([CH3:50])[CH3:45])[CH:16]=[C:17]([Cl:20])[C:18]=1[F:19])([CH3:2])([CH3:3])[CH3:4]. (2) The product is: [F:1][C:2]1[C:18]([F:19])=[C:17]([F:20])[CH:16]=[CH:15][C:3]=1[CH2:4][C:5]1[O:9][N:8]=[C:7]([C:10]([OH:12])=[O:11])[CH:6]=1. Given the reactants [F:1][C:2]1[C:18]([F:19])=[C:17]([F:20])[CH:16]=[CH:15][C:3]=1[CH2:4][C:5]1[O:9][N:8]=[C:7]([C:10]([O:12]CC)=[O:11])[CH:6]=1.C(O)C.[OH-].[Na+], predict the reaction product. (3) Given the reactants [Cl:1][C:2]1[CH:10]=[CH:9][C:8]([N+:11]([O-:13])=[O:12])=[CH:7][C:3]=1[C:4](Cl)=[O:5].Cl.[C:15]1([C:21]2[CH:27]=[CH:26][C:24]([NH2:25])=[CH:23][CH:22]=2)[CH:20]=[CH:19][CH:18]=[CH:17][CH:16]=1.C(OCC)(=O)C.C(=O)(O)[O-].[Na+], predict the reaction product. The product is: [C:15]1([C:21]2[CH:22]=[CH:23][C:24]([NH:25][C:4]([C:3]3[CH:7]=[C:8]([N+:11]([O-:13])=[O:12])[CH:9]=[CH:10][C:2]=3[Cl:1])=[O:5])=[CH:26][CH:27]=2)[CH:16]=[CH:17][CH:18]=[CH:19][CH:20]=1.